Dataset: Reaction yield outcomes from USPTO patents with 853,638 reactions. Task: Predict the reaction yield, written as a fraction of the theoretical maximum amount of product (1.0 means a 100% yield; for example, 0.34 means a 34% yield). The reactants are FC(F)(F)S(O[C:7]1[CH2:16][CH2:15][C:14]2[C:9](=[CH:10][C:11]([O:19][CH3:20])=[C:12]([O:17][CH3:18])[CH:13]=2)[CH:8]=1)(=O)=O.[C:23]([O:27][CH2:28][CH3:29])(=[O:26])[C:24]#[CH:25].C([O-])(=O)C.[Na+]. The catalyst is CN(C)C=O.CC([O-])=O.CC([O-])=O.C1C=CC(P(C2C=CC=CC=2)C2C=CC=CC=2)=CC=1.C1C=CC(P(C2C=CC=CC=2)C2C=CC=CC=2)=CC=1.[Pd+2]. The product is [CH3:18][O:17][C:12]1[CH:13]=[C:14]2[C:9](=[CH:10][C:11]=1[O:19][CH3:20])[CH:8]=[C:7]([C:25]#[C:24][C:23]([O:27][CH2:28][CH3:29])=[O:26])[CH2:16][CH2:15]2. The yield is 0.510.